From a dataset of Forward reaction prediction with 1.9M reactions from USPTO patents (1976-2016). Predict the product of the given reaction. Given the reactants [F:1][CH:2]([F:23])[O:3][C:4]1[CH:9]=[CH:8][C:7]([N:10]2[C:14]([CH3:15])=[C:13]([C:16]([O:18]C(C)(C)C)=O)[CH:12]=[N:11]2)=[CH:6][CH:5]=1.C([SiH](CC)CC)C.C(O)(C(F)(F)F)=O.[NH2:38][C:39]1[CH:44]=[CH:43][C:42]([C@@H:45]2[O:50][CH2:49][CH2:48][N:47]([C:51]([O:53][C:54]([CH3:57])([CH3:56])[CH3:55])=[O:52])[CH2:46]2)=[CH:41][CH:40]=1.C(N(C(C)C)C(C)C)C, predict the reaction product. The product is: [F:23][CH:2]([F:1])[O:3][C:4]1[CH:5]=[CH:6][C:7]([N:10]2[C:14]([CH3:15])=[C:13]([C:16]([NH:38][C:39]3[CH:44]=[CH:43][C:42]([C@@H:45]4[O:50][CH2:49][CH2:48][N:47]([C:51]([O:53][C:54]([CH3:57])([CH3:56])[CH3:55])=[O:52])[CH2:46]4)=[CH:41][CH:40]=3)=[O:18])[CH:12]=[N:11]2)=[CH:8][CH:9]=1.